From a dataset of Forward reaction prediction with 1.9M reactions from USPTO patents (1976-2016). Predict the product of the given reaction. Given the reactants CN(C(ON1N=N[C:11]2[CH:12]=[CH:13][CH:14]=N[C:10]1=2)=[N+](C)C)C.F[P-](F)(F)(F)(F)F.C[N:26]1[CH2:31]CO[CH2:28][CH2:27]1.C[N:33]([CH:35]=O)C, predict the reaction product. The product is: [CH2:12]1[CH2:13][CH2:14][CH:35]([N:33]=[C:31]=[N:26][CH:27]2[CH2:28][CH2:13][CH2:12][CH2:11][CH2:10]2)[CH2:10][CH2:11]1.